Dataset: Forward reaction prediction with 1.9M reactions from USPTO patents (1976-2016). Task: Predict the product of the given reaction. Given the reactants [Cl:1][C:2]1[CH:21]=[CH:20][CH:19]=[C:18]([Cl:22])[C:3]=1[CH2:4][C:5]1[N:9]([CH2:10][C:11](O)=[O:12])[C:8]2[CH:14]=[CH:15][CH:16]=[CH:17][C:7]=2[N:6]=1.[CH:23]([C:26]1[CH:27]=[CH:28][C:29]([CH3:33])=[C:30]([CH:32]=1)[NH2:31])([CH3:25])[CH3:24].CN(C(ON1N=NC2C=CC=NC1=2)=[N+](C)C)C.F[P-](F)(F)(F)(F)F, predict the reaction product. The product is: [Cl:22][C:18]1[CH:19]=[CH:20][CH:21]=[C:2]([Cl:1])[C:3]=1[CH2:4][C:5]1[N:9]([CH2:10][C:11]([NH:31][C:30]2[CH:32]=[C:26]([CH:23]([CH3:24])[CH3:25])[CH:27]=[CH:28][C:29]=2[CH3:33])=[O:12])[C:8]2[CH:14]=[CH:15][CH:16]=[CH:17][C:7]=2[N:6]=1.